Dataset: NCI-60 drug combinations with 297,098 pairs across 59 cell lines. Task: Regression. Given two drug SMILES strings and cell line genomic features, predict the synergy score measuring deviation from expected non-interaction effect. (1) Drug 1: CC(CN1CC(=O)NC(=O)C1)N2CC(=O)NC(=O)C2. Drug 2: C1=NC2=C(N1)C(=S)N=C(N2)N. Cell line: COLO 205. Synergy scores: CSS=72.5, Synergy_ZIP=-1.59, Synergy_Bliss=-1.84, Synergy_Loewe=-0.748, Synergy_HSA=2.58. (2) Drug 1: CC(CN1CC(=O)NC(=O)C1)N2CC(=O)NC(=O)C2. Drug 2: CC1=C(C=C(C=C1)NC(=O)C2=CC=C(C=C2)CN3CCN(CC3)C)NC4=NC=CC(=N4)C5=CN=CC=C5. Cell line: HL-60(TB). Synergy scores: CSS=51.5, Synergy_ZIP=3.45, Synergy_Bliss=4.95, Synergy_Loewe=-1.66, Synergy_HSA=0.253. (3) Synergy scores: CSS=15.2, Synergy_ZIP=-4.87, Synergy_Bliss=-0.177, Synergy_Loewe=-1.95, Synergy_HSA=2.09. Cell line: MALME-3M. Drug 2: C(CC(=O)O)C(=O)CN.Cl. Drug 1: C1CN1C2=NC(=NC(=N2)N3CC3)N4CC4. (4) Drug 1: C1=CC=C(C=C1)NC(=O)CCCCCCC(=O)NO. Drug 2: CC1C(C(CC(O1)OC2CC(CC3=C2C(=C4C(=C3O)C(=O)C5=CC=CC=C5C4=O)O)(C(=O)C)O)N)O. Cell line: HS 578T. Synergy scores: CSS=54.1, Synergy_ZIP=-9.91, Synergy_Bliss=-6.36, Synergy_Loewe=-2.28, Synergy_HSA=-0.793. (5) Drug 1: C1=CN(C=N1)CC(O)(P(=O)(O)O)P(=O)(O)O. Drug 2: CC(C)NC(=O)C1=CC=C(C=C1)CNNC.Cl. Cell line: HCT116. Synergy scores: CSS=-1.41, Synergy_ZIP=3.84, Synergy_Bliss=5.84, Synergy_Loewe=1.60, Synergy_HSA=0.586. (6) Drug 1: CC1=C2C(C(=O)C3(C(CC4C(C3C(C(C2(C)C)(CC1OC(=O)C(C(C5=CC=CC=C5)NC(=O)OC(C)(C)C)O)O)OC(=O)C6=CC=CC=C6)(CO4)OC(=O)C)OC)C)OC. Synergy scores: CSS=61.0, Synergy_ZIP=18.7, Synergy_Bliss=18.0, Synergy_Loewe=-26.8, Synergy_HSA=18.4. Drug 2: CCC(=C(C1=CC=CC=C1)C2=CC=C(C=C2)OCCN(C)C)C3=CC=CC=C3.C(C(=O)O)C(CC(=O)O)(C(=O)O)O. Cell line: NCI-H522. (7) Drug 1: CC1=CC2C(CCC3(C2CCC3(C(=O)C)OC(=O)C)C)C4(C1=CC(=O)CC4)C. Drug 2: C1CN(P(=O)(OC1)NCCCl)CCCl. Cell line: OVCAR-8. Synergy scores: CSS=-0.341, Synergy_ZIP=0.198, Synergy_Bliss=0.482, Synergy_Loewe=-0.959, Synergy_HSA=-0.828. (8) Drug 1: C1=NC2=C(N1)C(=S)N=CN2. Drug 2: CC1C(C(CC(O1)OC2CC(CC3=C2C(=C4C(=C3O)C(=O)C5=CC=CC=C5C4=O)O)(C(=O)C)O)N)O. Cell line: A498. Synergy scores: CSS=66.1, Synergy_ZIP=-8.45, Synergy_Bliss=-5.48, Synergy_Loewe=-5.52, Synergy_HSA=0.974. (9) Drug 1: CC1=C(C=C(C=C1)NC2=NC=CC(=N2)N(C)C3=CC4=NN(C(=C4C=C3)C)C)S(=O)(=O)N.Cl. Drug 2: CN1C(=O)N2C=NC(=C2N=N1)C(=O)N. Cell line: T-47D. Synergy scores: CSS=-5.47, Synergy_ZIP=0.919, Synergy_Bliss=0.929, Synergy_Loewe=-5.65, Synergy_HSA=-3.34. (10) Drug 1: COC1=CC(=CC(=C1O)OC)C2C3C(COC3=O)C(C4=CC5=C(C=C24)OCO5)OC6C(C(C7C(O6)COC(O7)C8=CC=CS8)O)O. Drug 2: C1CN(CCN1C(=O)CCBr)C(=O)CCBr. Cell line: NCI-H460. Synergy scores: CSS=60.1, Synergy_ZIP=2.98, Synergy_Bliss=2.29, Synergy_Loewe=2.60, Synergy_HSA=7.39.